This data is from Full USPTO retrosynthesis dataset with 1.9M reactions from patents (1976-2016). The task is: Predict the reactants needed to synthesize the given product. Given the product [NH2:1][C:4]1[CH:5]=[CH:6][C:7]([O:8][C:9]2[CH:10]=[C:11]([C:15]3[O:19][C:18]([C:20]4[CH:25]=[C:24]([OH:26])[C:23]([C:27]5[O:28][C:29]([C:32]6[CH:37]=[CH:36][CH:35]=[C:34]([O:38][C:39]7[CH:44]=[CH:43][C:42]([NH2:45])=[CH:41][CH:40]=7)[CH:33]=6)=[N:30][N:31]=5)=[CH:22][C:21]=4[OH:48])=[N:17][N:16]=3)[CH:12]=[CH:13][CH:14]=2)=[CH:49][CH:50]=1, predict the reactants needed to synthesize it. The reactants are: [N+:1]([C:4]1[CH:50]=[CH:49][C:7]([O:8][C:9]2[CH:10]=[C:11]([C:15]3[O:19][C:18]([C:20]4[CH:25]=[C:24]([OH:26])[C:23]([C:27]5[O:28][C:29]([C:32]6[CH:37]=[CH:36][CH:35]=[C:34]([O:38][C:39]7[CH:44]=[CH:43][C:42]([N+:45]([O-])=O)=[CH:41][CH:40]=7)[CH:33]=6)=[N:30][N:31]=5)=[CH:22][C:21]=4[OH:48])=[N:17][N:16]=3)[CH:12]=[CH:13][CH:14]=2)=[CH:6][CH:5]=1)([O-])=O.